This data is from Full USPTO retrosynthesis dataset with 1.9M reactions from patents (1976-2016). The task is: Predict the reactants needed to synthesize the given product. Given the product [Cl:29][C:30]1[CH:31]=[C:32]([CH:36]=[CH:37][CH:38]=1)[C:33]([NH:1][C@H:2]([C:23]1[CH:24]=[CH:25][CH:26]=[CH:27][CH:28]=1)[CH2:3][CH2:4][N:5]1[CH2:10][CH2:9][CH:8]([C:11]2[CH:16]=[CH:15][CH:14]=[C:13]([NH:17][C:18](=[O:22])[CH:19]([CH3:21])[CH3:20])[CH:12]=2)[CH2:7][CH2:6]1)=[O:34], predict the reactants needed to synthesize it. The reactants are: [NH2:1][C@H:2]([C:23]1[CH:28]=[CH:27][CH:26]=[CH:25][CH:24]=1)[CH2:3][CH2:4][N:5]1[CH2:10][CH2:9][CH:8]([C:11]2[CH:12]=[C:13]([NH:17][C:18](=[O:22])[CH:19]([CH3:21])[CH3:20])[CH:14]=[CH:15][CH:16]=2)[CH2:7][CH2:6]1.[Cl:29][C:30]1[CH:31]=[C:32]([CH:36]=[CH:37][CH:38]=1)[C:33](Cl)=[O:34].